Dataset: Catalyst prediction with 721,799 reactions and 888 catalyst types from USPTO. Task: Predict which catalyst facilitates the given reaction. (1) Reactant: C(N1C=CN=C1)(N1C=CN=C1)=O.[CH3:13][O:14][C:15]1[CH:16]=[C:17]2[C:21](=[CH:22][CH:23]=1)[NH:20][CH:19]=[C:18]2[CH2:24][C:25]([OH:27])=O.C1COCC1.[N+:33]([C:36]1[CH:41]=[CH:40][C:39]([N:42]2[CH2:47][CH2:46][NH:45][CH2:44][CH2:43]2)=[CH:38][CH:37]=1)([O-:35])=[O:34]. Product: [CH3:13][O:14][C:15]1[CH:16]=[C:17]2[C:21](=[CH:22][CH:23]=1)[NH:20][CH:19]=[C:18]2[CH2:24][C:25]([N:45]1[CH2:46][CH2:47][N:42]([C:39]2[CH:38]=[CH:37][C:36]([N+:33]([O-:35])=[O:34])=[CH:41][CH:40]=2)[CH2:43][CH2:44]1)=[O:27]. The catalyst class is: 3. (2) Reactant: [C:1]1([N:7]2[C:11]([NH:12][C:13](=[O:21])OC3C=CC=CC=3)=[CH:10][C:9]([C:22]([F:25])([F:24])[F:23])=[N:8]2)[CH:6]=[CH:5][CH:4]=[CH:3][CH:2]=1.[CH3:26][O:27][C:28]1[CH:29]=[C:30]2[C:35](=[CH:36][C:37]=1[O:38][CH3:39])[N:34]=[CH:33][N:32]=[C:31]2[S:40][C:41]1[CH:42]=[C:43]([CH:45]=[CH:46][CH:47]=1)[NH2:44].C(N(CC)C(C)C)(C)C. Product: [CH3:26][O:27][C:28]1[CH:29]=[C:30]2[C:35](=[CH:36][C:37]=1[O:38][CH3:39])[N:34]=[CH:33][N:32]=[C:31]2[S:40][C:41]1[CH:42]=[C:43]([NH:44][C:13]([NH:12][C:11]2[N:7]([C:1]3[CH:2]=[CH:3][CH:4]=[CH:5][CH:6]=3)[N:8]=[C:9]([C:22]([F:23])([F:24])[F:25])[CH:10]=2)=[O:21])[CH:45]=[CH:46][CH:47]=1. The catalyst class is: 1. (3) Reactant: Br[C:2]1[S:6][C:5]([C:7]([N:9]([C:11]2[CH:16]=[CH:15][CH:14]=[C:13]([O:17][CH3:18])[CH:12]=2)[CH3:10])=[O:8])=[CH:4][CH:3]=1.[C:19]1(B(O)O)[CH:24]=[CH:23][CH:22]=[CH:21][CH:20]=1. Product: [CH3:18][O:17][C:13]1[CH:12]=[C:11]([N:9]([CH3:10])[C:7]([C:5]2[S:6][C:2]([C:19]3[CH:24]=[CH:23][CH:22]=[CH:21][CH:20]=3)=[CH:3][CH:4]=2)=[O:8])[CH:16]=[CH:15][CH:14]=1. The catalyst class is: 492. (4) Reactant: CCCC[N+](CCCC)(CCCC)CCCC.[F-].C(O)(=O)C.[C:23]([O:26][C@H:27]1[C@H:40]([O:41][Si:42]([C:45]([CH3:48])([CH3:47])[CH3:46])([CH3:44])[CH3:43])[C@@H:39]([CH2:49][O:50][C:51](=[O:53])[CH3:52])[O:38][C@@H:29]([O:30][Si](C(C)(C)C)(C)C)[C@@H:28]1[N:54]=[N+:55]=[N-:56])(=[O:25])[CH3:24].[Cl:57][C:58]([Cl:62])([Cl:61])[C:59]#[N:60].C1CCN2C(=NCCC2)CC1. Product: [Cl:57][C:58]([Cl:62])([Cl:61])[C:59](=[NH:60])[O:30][C@H:29]1[O:38][C@H:39]([CH2:49][O:50][C:51](=[O:53])[CH3:52])[C@@H:40]([O:41][Si:42]([C:45]([CH3:46])([CH3:47])[CH3:48])([CH3:44])[CH3:43])[C@H:27]([O:26][C:23](=[O:25])[CH3:24])[C@H:28]1[N:54]=[N+:55]=[N-:56]. The catalyst class is: 1. (5) Reactant: O[CH2:2][C@@H:3]([NH:10][C:11]([N:13]1[CH2:18][CH:17]=[C:16]([C:19]2[C:27]3[C:22](=[N:23][CH:24]=[CH:25][CH:26]=3)[NH:21][CH:20]=2)[CH2:15][CH2:14]1)=[O:12])[C:4]1[CH:9]=[CH:8][CH:7]=[CH:6][CH:5]=1.II.C(N(CC)CC)C.C1(P(C2C=CC=CC=2)C2C=CC=CC=2)C=CC=CC=1. Product: [C:4]1([C@H:3]2[CH2:2][O:12][C:11]([N:13]3[CH2:18][CH:17]=[C:16]([C:19]4[C:27]5[C:22](=[N:23][CH:24]=[CH:25][CH:26]=5)[NH:21][CH:20]=4)[CH2:15][CH2:14]3)=[N:10]2)[CH:5]=[CH:6][CH:7]=[CH:8][CH:9]=1. The catalyst class is: 96. (6) Product: [OH:2][C:3]1[CH:11]=[C:10]2[C:6]([C:7]([C:12]([OH:14])=[O:13])=[N:8][NH:9]2)=[CH:5][CH:4]=1. The catalyst class is: 201. Reactant: C[O:2][C:3]1[CH:11]=[C:10]2[C:6]([C:7]([C:12]([OH:14])=[O:13])=[N:8][NH:9]2)=[CH:5][CH:4]=1. (7) Reactant: [C:1]([NH:4][C:5]1[CH:13]=[CH:12][C:8]([C:9](Cl)=[O:10])=[CH:7][CH:6]=1)(=[O:3])[CH3:2].[Br:14][C:15]1[CH:19]=[N:18][N:17]([CH3:20])[C:16]=1[C:21]1[CH:22]=[C:23]([CH:25]=[CH:26][C:27]=1[O:28][CH2:29][C:30]([CH3:35])([N+:32]([O-])=O)[CH3:31])[NH2:24].C(N(CC)C(C)C)(C)C. Product: [C:1]([NH:4][C:5]1[CH:13]=[CH:12][C:8]([C:9]([NH:24][C:23]2[CH:25]=[CH:26][C:27]([O:28][CH2:29][C:30]([NH2:32])([CH3:35])[CH3:31])=[C:21]([C:16]3[N:17]([CH3:20])[N:18]=[CH:19][C:15]=3[Br:14])[CH:22]=2)=[O:10])=[CH:7][CH:6]=1)(=[O:3])[CH3:2]. The catalyst class is: 4. (8) Reactant: Br.[NH2:2][CH:3]1[CH2:11][C:10]2[C:5](=[CH:6][CH:7]=[C:8]([Br:12])[CH:9]=2)[CH2:4]1.[CH3:13][C:14]([O:17][C:18](O[C:18]([O:17][C:14]([CH3:16])([CH3:15])[CH3:13])=[O:19])=[O:19])([CH3:16])[CH3:15]. Product: [C:18]([NH:2][CH:3]1[CH2:11][C:10]2[C:5](=[CH:6][CH:7]=[C:8]([Br:12])[CH:9]=2)[CH2:4]1)([O:17][C:14]([CH3:16])([CH3:15])[CH3:13])=[O:19]. The catalyst class is: 91. (9) Reactant: [CH2:1]([C:8]1[S:12][C:11]([C:13]2[CH:18]=[C:17]([F:19])[CH:16]=[CH:15][C:14]=2[F:20])=[N:10][C:9]=1[CH:21]=[N:22][S@@:23]([C:25]([CH3:28])([CH3:27])[CH3:26])=[O:24])[C:2]1[CH:7]=[CH:6][CH:5]=[CH:4][CH:3]=1.[Li][C:30]([CH3:33])([CH3:32])[CH3:31]. Product: [CH2:1]([C:8]1[S:12][C:11]([C:13]2[CH:18]=[C:17]([F:19])[CH:16]=[CH:15][C:14]=2[F:20])=[N:10][C:9]=1[C@H:21]([NH:22][S@@:23]([C:25]([CH3:28])([CH3:27])[CH3:26])=[O:24])[C:30]([CH3:33])([CH3:32])[CH3:31])[C:2]1[CH:3]=[CH:4][CH:5]=[CH:6][CH:7]=1. The catalyst class is: 1.